This data is from Reaction yield outcomes from USPTO patents with 853,638 reactions. The task is: Predict the reaction yield, written as a fraction of the theoretical maximum amount of product (1.0 means a 100% yield; for example, 0.34 means a 34% yield). (1) The reactants are [NH2:1][C:2]1[CH:3]=[CH:4][C:5]2[N:11]([CH3:12])[C:10](=[O:13])[O:9][CH2:8][CH2:7][C:6]=2[CH:14]=1.Cl[C:16]1[N:21]=[C:20]([NH:22][C:23]2[C:28]([O:29][CH2:30][CH2:31][O:32]C3CCCCO3)=[CH:27][CH:26]=[CH:25][C:24]=2[F:39])[C:19]([Cl:40])=[CH:18][N:17]=1.C12(CS(O)(=O)=O)C(C)(C)C(CC1)CC2=O. The catalyst is C(O)(C)C. The product is [Cl:40][C:19]1[C:20]([NH:22][C:23]2[C:28]([O:29][CH2:30][CH2:31][OH:32])=[CH:27][CH:26]=[CH:25][C:24]=2[F:39])=[N:21][C:16]([NH:1][C:2]2[CH:3]=[CH:4][C:5]3[N:11]([CH3:12])[C:10](=[O:13])[O:9][CH2:8][CH2:7][C:6]=3[CH:14]=2)=[N:17][CH:18]=1. The yield is 0.100. (2) The reactants are [Cl:1][C:2]1[CH:3]=[C:4]2[C:12](=[CH:13][CH:14]=1)[NH:11][C:10]1[CH:9]([NH2:15])[CH2:8][CH2:7][CH2:6][C:5]2=1.CS([C:20]1[N:25]=[CH:24][CH:23]=[CH:22][N:21]=1)(=O)=O. The catalyst is CN(C)C=O.C(OCC)(=O)C. The product is [Cl:1][C:2]1[CH:3]=[C:4]2[C:12](=[CH:13][CH:14]=1)[NH:11][C:10]1[CH:9]([NH:15][C:20]3[N:25]=[CH:24][CH:23]=[CH:22][N:21]=3)[CH2:8][CH2:7][CH2:6][C:5]2=1. The yield is 0.120.